Dataset: Reaction yield outcomes from USPTO patents with 853,638 reactions. Task: Predict the reaction yield, written as a fraction of the theoretical maximum amount of product (1.0 means a 100% yield; for example, 0.34 means a 34% yield). (1) The reactants are [CH2:1]([N:8]1[CH2:18][CH2:17][C:11]2[N:12]=[CH:13][N:14]=[C:15](Cl)[C:10]=2[CH2:9]1)[C:2]1[CH:7]=[CH:6][CH:5]=[CH:4][CH:3]=1.[F:19][C:20]([F:29])([F:28])[C:21]1[N:26]=[CH:25][C:24]([NH2:27])=[CH:23][CH:22]=1.I.O. The catalyst is O1CCOCC1. The product is [CH2:1]([N:8]1[CH2:18][CH2:17][C:11]2[N:12]=[CH:13][N:14]=[C:15]([NH:27][C:24]3[CH:25]=[N:26][C:21]([C:20]([F:29])([F:19])[F:28])=[CH:22][CH:23]=3)[C:10]=2[CH2:9]1)[C:2]1[CH:7]=[CH:6][CH:5]=[CH:4][CH:3]=1. The yield is 0.950. (2) The reactants are [NH2:1][CH2:2][CH2:3][CH2:4][O:5][C:6]1[CH:45]=[CH:44][C:9]([CH2:10][C@H:11]([NH:32][C:33](=[O:43])[O:34][C@@H:35]2[C@H:42]3[C@H:38]([O:39][CH2:40][CH2:41]3)[O:37][CH2:36]2)[C@H:12]([OH:31])[CH2:13][N:14]([S:19]([C:22]2[CH:30]=[CH:29][C:25]3[O:26][CH2:27][O:28][C:24]=3[CH:23]=2)(=[O:21])=[O:20])[CH2:15][CH:16]([CH3:18])[CH3:17])=[CH:8][CH:7]=1.[O:46]1[CH:50]=[CH:49][C:48]([C:51](O)=[O:52])=[CH:47]1.C(N(CC)C(C)C)(C)C.F[P-](F)(F)(F)(F)F.N1(OC(N(C)C)=[N+](C)C)C2N=CC=CC=2N=N1. The catalyst is CN(C=O)C. The product is [O:26]1[C:25]2[CH:29]=[CH:30][C:22]([S:19]([N:14]([CH2:15][CH:16]([CH3:17])[CH3:18])[CH2:13][C@@H:12]([OH:31])[C@@H:11]([NH:32][C:33](=[O:43])[O:34][C@@H:35]3[C@H:42]4[C@H:38]([O:39][CH2:40][CH2:41]4)[O:37][CH2:36]3)[CH2:10][C:9]3[CH:44]=[CH:45][C:6]([O:5][CH2:4][CH2:3][CH2:2][NH:1][C:51]([C:48]4[CH:49]=[CH:50][O:46][CH:47]=4)=[O:52])=[CH:7][CH:8]=3)(=[O:21])=[O:20])=[CH:23][C:24]=2[O:28][CH2:27]1. The yield is 0.750. (3) The reactants are [CH3:1][O:2][C:3]([C:5]1[C:10]([NH:11][C:12]2[CH:17]=[CH:16][C:15]([Si:18]([CH3:21])([CH3:20])[CH3:19])=[CH:14][C:13]=2[F:22])=[N:9][C:8](Cl)=[CH:7][N:6]=1)=[O:4].C(OCC)(=O)C.CO.[CH3:32][N:33](C)C=O. The catalyst is [C-]#N.[Zn+2].[C-]#N.C1C=CC([P]([Pd]([P](C2C=CC=CC=2)(C2C=CC=CC=2)C2C=CC=CC=2)([P](C2C=CC=CC=2)(C2C=CC=CC=2)C2C=CC=CC=2)[P](C2C=CC=CC=2)(C2C=CC=CC=2)C2C=CC=CC=2)(C2C=CC=CC=2)C2C=CC=CC=2)=CC=1. The product is [CH3:1][O:2][C:3]([C:5]1[C:10]([NH:11][C:12]2[CH:17]=[CH:16][C:15]([Si:18]([CH3:21])([CH3:20])[CH3:19])=[CH:14][C:13]=2[F:22])=[N:9][C:8]([C:32]#[N:33])=[CH:7][N:6]=1)=[O:4]. The yield is 0.998. (4) The reactants are [C:1]([N:4]1[CH2:13][CH2:12][C:11]2[C:6](=[CH:7][C:8](Br)=[CH:9][CH:10]=2)[CH2:5]1)(=[O:3])[CH3:2].[CH3:15][C:16]1([CH3:32])[C:20]([CH3:22])([CH3:21])[O:19][B:18]([B:18]2[O:19][C:20]([CH3:22])([CH3:21])[C:16]([CH3:32])([CH3:15])[O:17]2)[O:17]1.C([O-])(=O)C.[K+].COCCOC. The catalyst is O. The product is [C:1]([N:4]1[CH2:13][CH2:12][C:11]2[C:6](=[CH:7][C:8]([B:18]3[O:19][C:20]([CH3:22])([CH3:21])[C:16]([CH3:32])([CH3:15])[O:17]3)=[CH:9][CH:10]=2)[CH2:5]1)(=[O:3])[CH3:2]. The yield is 0.700.